This data is from Catalyst prediction with 721,799 reactions and 888 catalyst types from USPTO. The task is: Predict which catalyst facilitates the given reaction. (1) Reactant: [CH2:1]([O:3][C:4](=[O:14])[CH2:5][CH2:6][C:7]1[CH:12]=[CH:11][C:10]([F:13])=[CH:9][N:8]=1)[CH3:2].Br[CH2:16][C:17](=O)[CH3:18].N1C=CC=CC=1. Product: [CH2:1]([O:3][C:4](=[O:14])[CH2:5][C:6]1[C:17]([CH3:18])=[CH:16][N:8]2[C:7]=1[CH:12]=[CH:11][C:10]([F:13])=[CH:9]2)[CH3:2]. The catalyst class is: 10. (2) Reactant: C(OC([C:6]1[N:14]2[C:9]([CH:10]=[CH:11][CH:12]=[CH:13]2)=[C:8]([C:15](=[O:23])[C:16]2[CH:21]=[CH:20][C:19]([F:22])=[CH:18][CH:17]=2)[CH:7]=1)=O)C.[OH-].[K+]. Product: [F:22][C:19]1[CH:18]=[CH:17][C:16]([C:15]([C:8]2[CH:7]=[CH:6][N:14]3[C:9]=2[CH:10]=[CH:11][CH:12]=[CH:13]3)=[O:23])=[CH:21][CH:20]=1. The catalyst class is: 5. (3) Reactant: [CH2:1]([O:3][C:4](=[O:12])[C:5](=O)[C:6]([O:8][CH2:9][CH3:10])=[O:7])[CH3:2].[CH2:13]([O:20][NH2:21])[C:14]1[CH:19]=[CH:18][CH:17]=[CH:16][CH:15]=1. Product: [CH2:13]([O:20][N:21]=[C:5]([C:4]([O:3][CH2:1][CH3:2])=[O:12])[C:6]([O:8][CH2:9][CH3:10])=[O:7])[C:14]1[CH:19]=[CH:18][CH:17]=[CH:16][CH:15]=1. The catalyst class is: 17. (4) Reactant: CN(C)C=O.[O:6]=[C:7]1[CH:16]=[N:15][C:14]2[C:9](=[CH:10][CH:11]=[CH:12][CH:13]=2)[N:8]1[CH2:17][CH2:18][CH2:19][C:20]1([C:26]([O:28][CH2:29][CH3:30])=[O:27])[CH2:25][CH2:24][NH:23][CH2:22][CH2:21]1.Br[CH2:32][CH2:33][S:34][C:35]1[S:36][CH:37]=[CH:38][CH:39]=1.C(=O)([O-])[O-].[K+].[K+]. Product: [O:6]=[C:7]1[CH:16]=[N:15][C:14]2[C:9](=[CH:10][CH:11]=[CH:12][CH:13]=2)[N:8]1[CH2:17][CH2:18][CH2:19][C:20]1([C:26]([O:28][CH2:29][CH3:30])=[O:27])[CH2:25][CH2:24][N:23]([CH2:32][CH2:33][S:34][C:35]2[S:36][CH:37]=[CH:38][CH:39]=2)[CH2:22][CH2:21]1. The catalyst class is: 69. (5) Reactant: [CH3:1][C:2]1[CH:7]=[CH:6][CH:5]=[C:4]([O:8][CH2:9][C:10]2[CH:15]=[CH:14][C:13](/[CH:16]=[CH:17]/[N+:18]([O-:20])=[O:19])=[CH:12][CH:11]=2)[N:3]=1.C(O)(=O)C.[BH4-].[Na+].O. Product: [CH3:1][C:2]1[CH:7]=[CH:6][CH:5]=[C:4]([O:8][CH2:9][C:10]2[CH:15]=[CH:14][C:13]([CH2:16][CH2:17][N+:18]([O-:20])=[O:19])=[CH:12][CH:11]=2)[N:3]=1. The catalyst class is: 16. (6) Reactant: [CH2:1]([P:3]([CH3:6])(=[O:5])[OH:4])[CH3:2].[OH-].[Al+3:8].[OH-].[OH-]. Product: [Al+3:8].[CH2:1]([P:3]([CH3:6])(=[O:4])[O-:5])[CH3:2].[CH2:1]([P:3]([CH3:6])(=[O:4])[O-:5])[CH3:2].[CH2:1]([P:3]([CH3:6])(=[O:4])[O-:5])[CH3:2]. The catalyst class is: 6.